Dataset: Catalyst prediction with 721,799 reactions and 888 catalyst types from USPTO. Task: Predict which catalyst facilitates the given reaction. (1) Reactant: [CH3:1][O:2][C:3]1[C:8]([N+:9]([O-:11])=[O:10])=[CH:7][CH:6]=[CH:5][C:4]=1[C:12]#[C:13][Si](C)(C)C.C(=O)([O-])[O-].[K+].[K+]. Product: [C:12]([C:4]1[CH:5]=[CH:6][CH:7]=[C:8]([N+:9]([O-:11])=[O:10])[C:3]=1[O:2][CH3:1])#[CH:13]. The catalyst class is: 5. (2) Reactant: [F:1][C:2]1[CH:3]=[C:4]([CH2:9][C:10]([NH:12][C@H:13]([C:15]([OH:17])=O)[CH3:14])=[O:11])[CH:5]=[C:6]([F:8])[CH:7]=1.Cl.[CH3:19][O:20][C:21](=[O:24])[CH2:22][NH2:23]. Product: [CH3:19][O:20][C:21](=[O:24])[CH2:22][NH:23][C:15](=[O:17])[C@H:13]([CH3:14])[NH:12][C:10](=[O:11])[CH2:9][C:4]1[CH:5]=[C:6]([F:8])[CH:7]=[C:2]([F:1])[CH:3]=1. The catalyst class is: 100. (3) Reactant: [NH:1]1[CH2:6][CH2:5][CH:4]([N:7]2[CH2:12][CH2:11][O:10][CH2:9][CH2:8]2)[CH2:3][CH2:2]1.[O:13]=[C:14]1[N:20]([CH:21]2[CH2:26][CH2:25][N:24]([C:27]([O:29][C@@H:30]([C:44](O)=[O:45])[CH2:31][C:32]3[CH:42]=[C:41]([CH3:43])[C:35]4[NH:36][C:37]([O:39][CH3:40])=[N:38][C:34]=4[CH:33]=3)=[O:28])[CH2:23][CH2:22]2)[CH2:19][CH2:18][C:17]2[CH:47]=[CH:48][CH:49]=[CH:50][C:16]=2[NH:15]1.CN(C(ON1N=NC2C=CC=CC1=2)=[N+](C)C)C.[B-](F)(F)(F)F.C(N(CC)CC)C. Product: [O:13]=[C:14]1[N:20]([CH:21]2[CH2:22][CH2:23][N:24]([C:27]([O:29][C@H:30]([CH2:31][C:32]3[CH:42]=[C:41]([CH3:43])[C:35]4[NH:36][C:37]([O:39][CH3:40])=[N:38][C:34]=4[CH:33]=3)[C:44]([N:1]3[CH2:6][CH2:5][CH:4]([N:7]4[CH2:12][CH2:11][O:10][CH2:9][CH2:8]4)[CH2:3][CH2:2]3)=[O:45])=[O:28])[CH2:25][CH2:26]2)[CH2:19][CH2:18][C:17]2[CH:47]=[CH:48][CH:49]=[CH:50][C:16]=2[NH:15]1. The catalyst class is: 3. (4) Reactant: [F:1][C:2]1[CH:10]=[C:9]2[C:5]([C:6]([CH2:11]N(C)C)=[CH:7][NH:8]2)=[CH:4][CH:3]=1.[N+:15]([CH:18]([CH3:24])[C:19]([O:21][CH2:22][CH3:23])=[O:20])([O-:17])=[O:16]. Product: [F:1][C:2]1[CH:10]=[C:9]2[C:5]([C:6]([CH2:11][C:18]([CH3:24])([N+:15]([O-:17])=[O:16])[C:19]([O:21][CH2:22][CH3:23])=[O:20])=[CH:7][NH:8]2)=[CH:4][CH:3]=1. The catalyst class is: 113. (5) Reactant: Cl[CH2:2][CH2:3][NH:4][C:5]([C:7]1[NH:8][C:9]([C:12]2[CH:17]=[C:16]([O:18][C:19]3[CH:24]=[CH:23][C:22]([S:25]([CH3:28])(=[O:27])=[O:26])=[CH:21][CH:20]=3)[CH:15]=[C:14]([O:29][C@@H:30]([CH3:34])[CH2:31][O:32][CH3:33])[CH:13]=2)=[CH:10][CH:11]=1)=[O:6].[H-].[Na+].O. Product: [CH3:33][O:32][CH2:31][C@H:30]([CH3:34])[O:29][C:14]1[CH:13]=[C:12]([C:9]2[NH:8][C:7]([C:5]3[O:6][CH2:2][CH2:3][N:4]=3)=[CH:11][CH:10]=2)[CH:17]=[C:16]([O:18][C:19]2[CH:24]=[CH:23][C:22]([S:25]([CH3:28])(=[O:27])=[O:26])=[CH:21][CH:20]=2)[CH:15]=1. The catalyst class is: 7. (6) Reactant: [C:1]([O:5][C:6]([NH:8][C@@H:9]([CH2:13][O:14][CH:15]([F:17])[F:16])[C:10]([OH:12])=O)=[O:7])([CH3:4])([CH3:3])[CH3:2].Cl.[CH2:19]([O:26][C:27](=[O:35])[C@@H:28]([NH2:34])[CH2:29][O:30][CH:31]([F:33])[F:32])[C:20]1[CH:25]=[CH:24][CH:23]=[CH:22][CH:21]=1.C1C=CC2N(O)N=NC=2C=1.CCN=C=NCCCN(C)C.Cl.CN1CCOCC1. Product: [CH2:19]([O:26][C:27](=[O:35])[C@@H:28]([NH:34][C:10](=[O:12])[C@@H:9]([NH:8][C:6]([O:5][C:1]([CH3:2])([CH3:3])[CH3:4])=[O:7])[CH2:13][O:14][CH:15]([F:17])[F:16])[CH2:29][O:30][CH:31]([F:33])[F:32])[C:20]1[CH:25]=[CH:24][CH:23]=[CH:22][CH:21]=1. The catalyst class is: 96.